Predict the product of the given reaction. From a dataset of Forward reaction prediction with 1.9M reactions from USPTO patents (1976-2016). (1) Given the reactants [Cl:1][C:2]1[N:10](CC=C)[C:9]2[C:8](=[O:14])[NH:7][C:6](=[O:15])[N:5]([CH2:16][CH2:17][CH2:18][CH2:19][CH3:20])[C:4]=2[N:3]=1.[CH:21]1([S:26]([C:29]2[CH:34]=[CH:33][C:32]([CH2:35][CH2:36][CH2:37][CH2:38]O)=[CH:31][CH:30]=2)(=[O:28])=[O:27])[CH2:25][CH2:24][CH2:23][CH2:22]1.C1C=CC(P(C2C=CC=CC=2)C2C=CC=CC=2)=CC=1.C1C=CC(COC(/N=N/C(OCC2C=CC=CC=2)=O)=O)=CC=1.N1CCOCC1, predict the reaction product. The product is: [Cl:1][C:2]1[NH:10][C:9]2[C:8](=[O:14])[N:7]([CH2:38][CH2:37][CH2:36][CH2:35][C:32]3[CH:33]=[CH:34][C:29]([S:26]([CH:21]4[CH2:22][CH2:23][CH2:24][CH2:25]4)(=[O:27])=[O:28])=[CH:30][CH:31]=3)[C:6](=[O:15])[N:5]([CH2:16][CH2:17][CH2:18][CH2:19][CH3:20])[C:4]=2[N:3]=1. (2) Given the reactants C([O:8][C:9]1[CH:17]=[C:16]2[C:12]([C:13]([O:25][CH:26]([F:28])[F:27])=[N:14][N:15]2[C:18]([O:20][C:21]([CH3:24])([CH3:23])[CH3:22])=[O:19])=[CH:11][CH:10]=1)C1C=CC=CC=1, predict the reaction product. The product is: [F:28][CH:26]([F:27])[O:25][C:13]1[C:12]2[C:16](=[CH:17][C:9]([OH:8])=[CH:10][CH:11]=2)[N:15]([C:18]([O:20][C:21]([CH3:23])([CH3:22])[CH3:24])=[O:19])[N:14]=1.